This data is from Reaction yield outcomes from USPTO patents with 853,638 reactions. The task is: Predict the reaction yield, written as a fraction of the theoretical maximum amount of product (1.0 means a 100% yield; for example, 0.34 means a 34% yield). (1) The reactants are [Cl:1][C:2]1[N:7]=[C:6]([C:8]2[S:12][C:11]([N:13]3[CH2:18][CH2:17][O:16][CH2:15][CH2:14]3)=[N:10][C:9]=2[C:19]2[C:20]([F:26])=[C:21]([CH:23]=[CH:24][CH:25]=2)[NH2:22])[CH:5]=[CH:4][N:3]=1.[O:27]1[CH:31]=[CH:30][CH:29]=[C:28]1[S:32](Cl)(=[O:34])=[O:33]. No catalyst specified. The product is [Cl:1][C:2]1[N:7]=[C:6]([C:8]2[S:12][C:11]([N:13]3[CH2:14][CH2:15][O:16][CH2:17][CH2:18]3)=[N:10][C:9]=2[C:19]2[C:20]([F:26])=[C:21]([NH:22][S:32]([C:28]3[O:27][CH:31]=[CH:30][CH:29]=3)(=[O:34])=[O:33])[CH:23]=[CH:24][CH:25]=2)[CH:5]=[CH:4][N:3]=1. The yield is 0.630. (2) The reactants are [NH2:1][C@@H:2]1[CH2:13][CH:12]=[CH:11][CH2:10][CH2:9][C:8](=[O:14])[O:7][C@H:6]([C:15]2[CH:20]=[CH:19][CH:18]=[CH:17][CH:16]=2)[C@@H:5]([CH3:21])[N:4]([CH3:22])[C:3]1=[O:23].C(N(CC)CC)C.[C:31](OC(=O)C)(=[O:33])[CH3:32]. The catalyst is CN(C=O)C. The product is [CH3:21][C@H:5]1[N:4]([CH3:22])[C:3](=[O:23])[C@H:2]([NH:1][C:31](=[O:33])[CH3:32])[CH2:13][CH:12]=[CH:11][CH2:10][CH2:9][C:8](=[O:14])[O:7][C@@H:6]1[C:15]1[CH:20]=[CH:19][CH:18]=[CH:17][CH:16]=1. The yield is 0.650. (3) The reactants are [CH3:1][C:2]1[CH:7]=[CH:6][N:5]=[CH:4][C:3]=1[N:8]1[CH2:13][CH2:12][CH2:11][NH:10][C:9]1=[O:14].Br[C:16]1[CH:25]=[CH:24][C:23]2[C:18](=[CH:19][CH:20]=[CH:21][CH:22]=2)[CH:17]=1.N[C@@H]1CCCC[C@H]1N.P([O-])([O-])([O-])=O.[K+].[K+].[K+]. The catalyst is [Cu](I)I.O1CCOCC1. The product is [CH3:1][C:2]1[CH:7]=[CH:6][N:5]=[CH:4][C:3]=1[N:8]1[CH2:13][CH2:12][CH2:11][N:10]([C:16]2[CH:25]=[CH:24][C:23]3[C:18](=[CH:19][CH:20]=[CH:21][CH:22]=3)[CH:17]=2)[C:9]1=[O:14]. The yield is 0.262. (4) The reactants are [OH:1][C:2]1[C:7]([CH:8]=[O:9])=[CH:6][C:5]([O:10][CH3:11])=[N:4][CH:3]=1.Cl.Cl[CH2:14][C:15]1[C:16]([C:21]2[N:25]([CH:26]([CH3:28])[CH3:27])[N:24]=[CH:23][CH:22]=2)=[N:17][CH:18]=[CH:19][CH:20]=1.C([O-])([O-])=O.[K+].[K+]. The catalyst is CN(C=O)C. The product is [CH:26]([N:25]1[C:21]([C:16]2[C:15]([CH2:14][O:1][C:2]3[C:7]([CH:8]=[O:9])=[CH:6][C:5]([O:10][CH3:11])=[N:4][CH:3]=3)=[CH:20][CH:19]=[CH:18][N:17]=2)=[CH:22][CH:23]=[N:24]1)([CH3:28])[CH3:27]. The yield is 0.650. (5) The reactants are [Cl-].[Mg+2].[Cl-].[CH2:4]([O:6][C:7](=[O:21])[C:8](=O)[CH2:9][N:10]1[C:19]2[C:14](=[CH:15][CH:16]=[CH:17][CH:18]=2)[CH2:13][CH2:12][CH2:11]1)[CH3:5]. The catalyst is COCCO. The product is [CH2:4]([O:6][C:7]([C:8]1[C:18]2=[C:19]3[C:14](=[CH:15][CH:16]=[CH:17]2)[CH2:13][CH2:12][CH2:11][N:10]3[CH:9]=1)=[O:21])[CH3:5]. The yield is 0.470. (6) The reactants are [C:1]([O:8][CH2:9][C:10]([Cl:13])([Cl:12])[Cl:11])(=[O:7])[CH2:2][CH2:3][CH2:4][CH:5]=[CH2:6].[C:14]([O:18][C:19](=[O:39])[NH:20][CH2:21][C:22]([NH:24][C@H:25]([CH3:38])[C:26]([NH:28][C:29]1[CH:34]=[C:33]([O:35][CH3:36])[CH:32]=[CH:31][C:30]=1I)=[O:27])=[O:23])([CH3:17])([CH3:16])[CH3:15].C(N(CC)CC)C. The catalyst is C(#N)C.CC([O-])=O.CC([O-])=O.[Pd+2]. The product is [C:14]([O:18][C:19]([NH:20][CH2:21][C:22]([NH:24][C@H:25]([CH3:38])[C:26]([NH:28][C:29]1[CH:34]=[C:33]([O:35][CH3:36])[CH:32]=[CH:31][C:30]=1/[CH:6]=[CH:5]/[CH2:4][CH2:3][CH2:2][C:1]([O:8][CH2:9][C:10]([Cl:11])([Cl:12])[Cl:13])=[O:7])=[O:27])=[O:23])=[O:39])([CH3:17])([CH3:16])[CH3:15]. The yield is 0.660.